Dataset: Forward reaction prediction with 1.9M reactions from USPTO patents (1976-2016). Task: Predict the product of the given reaction. (1) Given the reactants [CH2:1]([O:3][C:4]1[CH:9]=[CH:8][CH:7]=[CH:6][C:5]=1[C:10]1[NH:15][C:14](=[O:16])[C:13]2=[C:17]([CH3:21])[N:18]=[C:19]([CH3:20])[N:12]2[N:11]=1)[CH3:2].[Cl:22][S:23](O)(=[O:25])=[O:24], predict the reaction product. The product is: [CH2:1]([O:3][C:4]1[CH:9]=[CH:8][C:7]([S:23]([Cl:22])(=[O:25])=[O:24])=[CH:6][C:5]=1[C:10]1[NH:15][C:14](=[O:16])[C:13]2=[C:17]([CH3:21])[N:18]=[C:19]([CH3:20])[N:12]2[N:11]=1)[CH3:2]. (2) Given the reactants [Br:1][C:2]1[CH:10]=[CH:9][C:5]([C:6](O)=[O:7])=[CH:4][C:3]=1[F:11].CCN=C=NCCCN(C)C.Cl.[CH3:24][NH:25][O:26][CH3:27], predict the reaction product. The product is: [Br:1][C:2]1[CH:10]=[CH:9][C:5]([C:6]([N:25]([O:26][CH3:27])[CH3:24])=[O:7])=[CH:4][C:3]=1[F:11].